From a dataset of Catalyst prediction with 721,799 reactions and 888 catalyst types from USPTO. Predict which catalyst facilitates the given reaction. (1) Reactant: [Cl:1][C:2]1[CH:3]=[C:4]([CH2:19][CH2:20][C:21]([O:23][CH3:24])=[O:22])[CH:5]=[C:6]([Cl:18])[C:7]=1[O:8][C:9]1[CH:14]=[CH:13][C:12]([N+:15]([O-])=O)=[CH:11][CH:10]=1.[Sn](Cl)Cl. Product: [NH2:15][C:12]1[CH:11]=[CH:10][C:9]([O:8][C:7]2[C:6]([Cl:18])=[CH:5][C:4]([CH2:19][CH2:20][C:21]([O:23][CH3:24])=[O:22])=[CH:3][C:2]=2[Cl:1])=[CH:14][CH:13]=1. The catalyst class is: 40. (2) Reactant: [F:1][C:2]1[CH:3]=[C:4]([CH:15]=[CH:16][C:17]=1[CH3:18])[O:5][C:6]1[N:11]=[C:10]([NH:12][CH3:13])[C:9]([NH2:14])=[CH:8][CH:7]=1.[CH3:19][O:20][C:21]([C:23]1[CH:24]=[C:25]([CH:31]=[CH:32][CH:33]=1)[O:26][CH2:27][C:28](O)=[O:29])=[O:22].CCN=C=NCCCN(C)C.Cl.C1C=CC2N(O)N=NC=2C=1. Product: [F:1][C:2]1[CH:3]=[C:4]([CH:15]=[CH:16][C:17]=1[CH3:18])[O:5][C:6]1[N:11]=[C:10]([NH:12][CH3:13])[C:9]([NH:14][C:28](=[O:29])[CH2:27][O:26][C:25]2[CH:24]=[C:23]([CH:33]=[CH:32][CH:31]=2)[C:21]([O:20][CH3:19])=[O:22])=[CH:8][CH:7]=1. The catalyst class is: 2. (3) Reactant: [CH:1]1([C:6](Cl)=[O:7])[CH2:5][CH2:4][CH2:3][CH2:2]1.[F:9][C:10]1[N:34]=[CH:33][C:13]2[N:14]=[CH:15][N:16]=[C:17]([NH:18][C:19]3[CH:24]=[CH:23][C:22]([O:25][CH:26]4[CH2:31][CH2:30][NH:29][CH2:28][CH2:27]4)=[C:21]([CH3:32])[CH:20]=3)[C:12]=2[CH:11]=1.CCN(CC)CC. Product: [CH:1]1([C:6]([N:29]2[CH2:28][CH2:27][CH:26]([O:25][C:22]3[CH:23]=[CH:24][C:19]([NH:18][C:17]4[C:12]5[CH:11]=[C:10]([F:9])[N:34]=[CH:33][C:13]=5[N:14]=[CH:15][N:16]=4)=[CH:20][C:21]=3[CH3:32])[CH2:31][CH2:30]2)=[O:7])[CH2:5][CH2:4][CH2:3][CH2:2]1. The catalyst class is: 2.